Dataset: Reaction yield outcomes from USPTO patents with 853,638 reactions. Task: Predict the reaction yield, written as a fraction of the theoretical maximum amount of product (1.0 means a 100% yield; for example, 0.34 means a 34% yield). (1) The reactants are Br[C:2]1[NH:11][C:5]2[N:6]=[CH:7][N:8]=[C:9]([Cl:10])[C:4]=2[CH:3]=1.[O:12]1C[CH2:15][CH2:14][CH2:13]1.C(O)C#C.C(N(CC)C(C)C)(C)C. The catalyst is [Cu]I.C1C=CC([P]([Pd]([P](C2C=CC=CC=2)(C2C=CC=CC=2)C2C=CC=CC=2)([P](C2C=CC=CC=2)(C2C=CC=CC=2)C2C=CC=CC=2)[P](C2C=CC=CC=2)(C2C=CC=CC=2)C2C=CC=CC=2)(C2C=CC=CC=2)C2C=CC=CC=2)=CC=1.O. The product is [Cl:10][C:9]1[C:4]2[CH:3]=[C:2]([C:15]#[C:14][CH2:13][OH:12])[NH:11][C:5]=2[N:6]=[CH:7][N:8]=1. The yield is 0.310. (2) The reactants are [CH2:1]([N:3]1[CH2:9][CH2:8][CH2:7][NH:6][CH2:5][CH2:4]1)[CH3:2].Cl[C:11]1[N:12]=[CH:13][C:14]([C:17]([NH:19][C:20]2[NH:21][N:22]=[C:23]([CH2:25][CH2:26][C:27]3[CH:32]=[C:31]([O:33][CH3:34])[CH:30]=[C:29]([O:35][CH3:36])[CH:28]=3)[CH:24]=2)=[O:18])=[N:15][CH:16]=1. The catalyst is CS(C)=O.CO. The product is [CH3:36][O:35][C:29]1[CH:28]=[C:27]([CH2:26][CH2:25][C:23]2[CH:24]=[C:20]([NH:19][C:17]([C:14]3[CH:13]=[N:12][C:11]([N:6]4[CH2:7][CH2:8][CH2:9][N:3]([CH2:1][CH3:2])[CH2:4][CH2:5]4)=[CH:16][N:15]=3)=[O:18])[NH:21][N:22]=2)[CH:32]=[C:31]([O:33][CH3:34])[CH:30]=1. The yield is 0.590. (3) The reactants are [Cl-].[Cl-].[Cl-].[Al+3].[F:5][C:6]1[CH:11]=[CH:10][C:9]([O:12][C:13](=[O:18])[CH:14]=[C:15]([CH3:17])[CH3:16])=[CH:8][CH:7]=1. The catalyst is C(=S)=S. The product is [F:5][C:6]1[CH:7]=[C:8]2[C:9](=[CH:10][CH:11]=1)[O:12][C:13](=[O:18])[CH2:14][C:15]2([CH3:16])[CH3:17]. The yield is 0.770. (4) The reactants are [O:1]1[C:5]2[CH:6]=[CH:7][C:8]([CH2:10][C:11]([N:13]3[CH2:18][CH2:17][CH2:16][CH:15]([OH:19])[CH2:14]3)=O)=[CH:9][C:4]=2[O:3][CH2:2]1.[H-].[Al+3].[Li+].[H-].[H-].[H-]. The catalyst is O1CCCC1. The product is [O:1]1[C:5]2[CH:6]=[CH:7][C:8]([CH2:10][CH2:11][N:13]3[CH2:18][CH2:17][CH2:16][CH:15]([OH:19])[CH2:14]3)=[CH:9][C:4]=2[O:3][CH2:2]1. The yield is 0.980. (5) The reactants are [F:1][C:2]1[CH:7]=[CH:6][C:5]([CH:8]([OH:13])[CH2:9][CH2:10][CH:11]=[CH2:12])=[CH:4][CH:3]=1.[Cr](Cl)([O-])(=O)=O. The catalyst is ClCCl. The product is [F:1][C:2]1[CH:3]=[CH:4][C:5]([C:8](=[O:13])[CH2:9][CH2:10][CH:11]=[CH2:12])=[CH:6][CH:7]=1. The yield is 0.960. (6) The reactants are [CH3:1][N:2]([CH:10]1[CH2:15][CH2:14][N:13]([CH3:16])[CH2:12][CH2:11]1)[C:3]1[CH:8]=[CH:7][CH:6]=[C:5]([NH2:9])[N:4]=1.[CH:17]1([C:23]([Cl:25])=[O:24])[CH2:22][CH2:21][CH2:20][CH2:19][CH2:18]1. The catalyst is N1C=CC=CC=1. The product is [ClH:25].[CH3:1][N:2]([CH:10]1[CH2:15][CH2:14][N:13]([CH3:16])[CH2:12][CH2:11]1)[C:3]1[N:4]=[C:5]([NH:9][C:23]([CH:17]2[CH2:22][CH2:21][CH2:20][CH2:19][CH2:18]2)=[O:24])[CH:6]=[CH:7][CH:8]=1. The yield is 0.880. (7) The reactants are [C:1]([O:5][C:6]([N:8]1[CH2:13][CH2:12][CH:11]([C:14](=O)[CH2:15][C:16]([O:18][CH2:19][CH3:20])=[O:17])[CH2:10][CH2:9]1)=[O:7])([CH3:4])([CH3:3])[CH3:2].[H-].[Na+].Br.Br[CH2:26][C:27]([C:29]1[CH:34]=[CH:33][N:32]=[CH:31][CH:30]=1)=O.C([O-])(=O)C.[NH4+:39]. The catalyst is C1COCC1. The product is [C:1]([O:5][C:6]([N:8]1[CH2:13][CH2:12][CH:11]([C:14]2[NH:39][C:27]([C:29]3[CH:34]=[CH:33][N:32]=[CH:31][CH:30]=3)=[CH:26][C:15]=2[C:16]([O:18][CH2:19][CH3:20])=[O:17])[CH2:10][CH2:9]1)=[O:7])([CH3:4])([CH3:3])[CH3:2]. The yield is 0.470.